Predict the reaction yield, written as a fraction of the theoretical maximum amount of product (1.0 means a 100% yield; for example, 0.34 means a 34% yield). From a dataset of Reaction yield outcomes from USPTO patents with 853,638 reactions. (1) The reactants are [Br:1][C:2]1[N:3]=[C:4](S(C)(=O)=O)[C:5]2[N:6]([C:8](I)=[CH:9][N:10]=2)[CH:7]=1.[CH2:16]([NH2:20])[CH:17]([CH3:19])[CH3:18].C(=O)([O-])[O-].[K+].[K+].[Cl:27][C:28]1[CH:29]=[C:30](B(O)O)[CH:31]=[CH:32][C:33]=1[C:34](=[O:39])[NH:35][CH:36]1[CH2:38][CH2:37]1. The catalyst is C1COCC1.C1C=CC(P(C2C=CC=CC=2)[C-]2C=CC=C2)=CC=1.C1C=CC(P(C2C=CC=CC=2)[C-]2C=CC=C2)=CC=1.Cl[Pd]Cl.[Fe+2]. The product is [Br:1][C:2]1[N:3]=[C:4]([NH:20][CH2:16][CH:17]([CH3:19])[CH3:18])[C:5]2[N:6]([C:8]([C:30]3[CH:31]=[CH:32][C:33]([C:34]([NH:35][CH:36]4[CH2:38][CH2:37]4)=[O:39])=[C:28]([Cl:27])[CH:29]=3)=[CH:9][N:10]=2)[CH:7]=1. The yield is 0.622. (2) The reactants are [Cl:1][C:2]1[CH:7]=[CH:6][C:5]([C:8](=[NH:20])[NH:9][C:10]2[CH:15]=[CH:14][C:13]([S:16]([CH3:19])(=[O:18])=[O:17])=[CH:12][CH:11]=2)=[CH:4][CH:3]=1.C(=O)(O)[O-:22].[Na+].BrCC(=O)[CH2:29][C:30]1C=CC=C[C:31]=1[O:36][C:37]1[CH:42]=[CH:41][C:40]([Cl:43])=[CH:39][CH:38]=1. The catalyst is CC(C)=O. The product is [Cl:1][C:2]1[CH:3]=[CH:4][C:5]([C:8]2[N:9]([C:10]3[CH:15]=[CH:14][C:13]([S:16]([CH3:19])(=[O:17])=[O:18])=[CH:12][CH:11]=3)[CH2:29][C:30]([OH:22])([CH2:31][O:36][C:37]3[CH:42]=[CH:41][C:40]([Cl:43])=[CH:39][CH:38]=3)[N:20]=2)=[CH:6][CH:7]=1. The yield is 0.350. (3) The reactants are CC1CNC(C2C=CN=C(NC(=O)C3C=CC=CC=3)C=2)=N1.[C:22]1([CH:28]2[CH2:32][NH:31][C:30]([C:33]3[CH:38]=[CH:37][N:36]=[C:35]([NH:39][C:40](=[O:47])[C:41]4[CH:46]=[CH:45][CH:44]=[CH:43][CH:42]=4)[CH:34]=3)=[N:29]2)[CH:27]=[CH:26][CH:25]=[CH:24][CH:23]=1. No catalyst specified. The product is [C:22]1([C:28]2[N:29]=[C:30]([C:33]3[CH:38]=[CH:37][N:36]=[C:35]([NH:39][C:40](=[O:47])[C:41]4[CH:42]=[CH:43][CH:44]=[CH:45][CH:46]=4)[CH:34]=3)[NH:31][CH:32]=2)[CH:23]=[CH:24][CH:25]=[CH:26][CH:27]=1. The yield is 0.130. (4) The reactants are [NH2:1][C@@H:2]([C:6]([OH:8])=[O:7])[C@@H:3]([CH3:5])[OH:4].[C:9]([O-:12])(O)=[O:10].[Na+].[C:14]1([CH2:20][CH2:21][CH2:22][CH2:23][CH2:24]C2C(=O)N(C([O-])=O)C=CC=2)[CH:19]=[CH:18][CH:17]=[CH:16][CH:15]=1. The catalyst is O.C1COCC1. The product is [C:14]1([CH2:20][CH2:21][CH2:22][CH2:23][CH2:24][O:12][C:9]([NH:1][C@H:2]([C@H:3]([OH:4])[CH3:5])[C:6]([OH:8])=[O:7])=[O:10])[CH:19]=[CH:18][CH:17]=[CH:16][CH:15]=1. The yield is 0.890. (5) The reactants are [Cl:1][C:2]1[CH:15]=[CH:14][C:5]([NH:6]C(OC(C)(C)C)=O)=[CH:4][CH:3]=1.[Cl:16][C:17]1[CH:25]=[CH:24][CH:23]=[C:22]([F:26])[C:18]=1[C:19](Cl)=[O:20]. No catalyst specified. The product is [NH2:6][C:5]1[CH:4]=[CH:3][C:2]([Cl:1])=[CH:15][C:14]=1[C:19]([C:18]1[C:22]([F:26])=[CH:23][CH:24]=[CH:25][C:17]=1[Cl:16])=[O:20]. The yield is 0.420.